This data is from Full USPTO retrosynthesis dataset with 1.9M reactions from patents (1976-2016). The task is: Predict the reactants needed to synthesize the given product. Given the product [CH3:11][C:12]1([CH3:25])[N:17]([C:2]2[CH:7]=[N:6][C:5]([N+:8]([O-:10])=[O:9])=[CH:4][CH:3]=2)[CH2:16][CH2:15][N:14]([C:18]([O:20][C:21]([CH3:24])([CH3:23])[CH3:22])=[O:19])[CH2:13]1, predict the reactants needed to synthesize it. The reactants are: Br[C:2]1[CH:3]=[CH:4][C:5]([N+:8]([O-:10])=[O:9])=[N:6][CH:7]=1.[CH3:11][C:12]1([CH3:25])[NH:17][CH2:16][CH2:15][N:14]([C:18]([O:20][C:21]([CH3:24])([CH3:23])[CH3:22])=[O:19])[CH2:13]1.C(=O)([O-])[O-].[Cs+].[Cs+].C1C=CC(P(C2C=CC3C(=CC=CC=3)C=2C2C3C(=CC=CC=3)C=CC=2P(C2C=CC=CC=2)C2C=CC=CC=2)C2C=CC=CC=2)=CC=1.